Dataset: Forward reaction prediction with 1.9M reactions from USPTO patents (1976-2016). Task: Predict the product of the given reaction. (1) Given the reactants Cl[C:2]1[N:7]=[C:6]([NH:8][CH2:9][C:10]#[CH:11])[N:5]=[C:4]([N:12]([CH3:15])[O:13][CH3:14])[N:3]=1.[CH2:16]([NH2:19])[CH:17]=[CH2:18].C([O-])(O)=O.[Na+], predict the reaction product. The product is: [CH2:16]([NH:19][C:2]1[N:7]=[C:6]([NH:8][CH2:9][C:10]#[CH:11])[N:5]=[C:4]([N:12]([CH3:15])[O:13][CH3:14])[N:3]=1)[CH:17]=[CH2:18]. (2) The product is: [CH3:1][O:2][C:3](=[O:44])[CH2:4][CH2:5][CH2:6]/[CH:7]=[CH:8]\[CH2:9][C@H:10]1[C:14](=[O:15])[CH2:13][C@@H:12]([O:16][Si:17]([C:20]([CH3:22])([CH3:21])[CH3:23])([CH3:18])[CH3:19])[C@@H:11]1/[CH:24]=[CH:25]/[C@@H:26]([O:36][Si:37]([C:40]([CH3:43])([CH3:42])[CH3:41])([CH3:38])[CH3:39])[CH2:27][CH2:28][C:29]1[S:30][C:31]([CH3:35])=[C:32]([Br:34])[CH:33]=1. Given the reactants [CH3:1][O:2][C:3](=[O:44])[CH2:4][CH2:5][CH2:6]/[CH:7]=[CH:8]\[CH2:9][C@H:10]1[C@@H:14]([OH:15])[CH2:13][C@@H:12]([O:16][Si:17]([C:20]([CH3:23])([CH3:22])[CH3:21])([CH3:19])[CH3:18])[C@@H:11]1/[CH:24]=[CH:25]/[C@@H:26]([O:36][Si:37]([C:40]([CH3:43])([CH3:42])[CH3:41])([CH3:39])[CH3:38])[CH2:27][CH2:28][C:29]1[S:30][C:31]([CH3:35])=[C:32]([Br:34])[CH:33]=1.C[N+]1([O-])CCOCC1, predict the reaction product. (3) Given the reactants C[O:2][C:3](=[O:27])[CH2:4][O:5][C:6]1[CH:15]=[CH:14][C:13]([Cl:16])=[C:12]2[C:7]=1[C:8]([CH3:26])=[C:9]([CH2:18][C:19]1[CH:24]=[CH:23][C:22]([Cl:25])=[CH:21][CH:20]=1)[C:10]([CH3:17])=[N:11]2.[OH-].[Li+], predict the reaction product. The product is: [NH3:11].[Cl:16][C:13]1[CH:14]=[CH:15][C:6]([O:5][CH2:4][C:3]([OH:27])=[O:2])=[C:7]2[C:12]=1[N:11]=[C:10]([CH3:17])[C:9]([CH2:18][C:19]1[CH:24]=[CH:23][C:22]([Cl:25])=[CH:21][CH:20]=1)=[C:8]2[CH3:26]. (4) Given the reactants [CH2:1]([C:5]1[N:6]=[C:7]([CH3:27])[NH:8][C:9](=[O:26])[C:10]=1[CH2:11][C:12]1[CH:17]=[CH:16][C:15]([C:18]2[C:19]([C:24]#[N:25])=[CH:20][CH:21]=[CH:22][CH:23]=2)=[CH:14][CH:13]=1)[CH2:2][CH2:3][CH3:4].C(=O)([O-])[O-].[Cs+].[Cs+].Br[CH:35]([C:37]1[CH:42]=[CH:41][CH:40]=[CH:39][CH:38]=1)[CH3:36].CN(C)C(=O)C, predict the reaction product. The product is: [CH2:1]([C:5]1[N:6]=[C:7]([CH3:27])[N:8]([CH:35]([C:37]2[CH:42]=[CH:41][CH:40]=[CH:39][CH:38]=2)[CH3:36])[C:9](=[O:26])[C:10]=1[CH2:11][C:12]1[CH:17]=[CH:16][C:15]([C:18]2[C:19]([C:24]#[N:25])=[CH:20][CH:21]=[CH:22][CH:23]=2)=[CH:14][CH:13]=1)[CH2:2][CH2:3][CH3:4]. (5) Given the reactants [Cl:1][C:2]1[CH:3]=[C:4]([OH:17])[CH:5]=[CH:6][C:7]=1[CH2:8][C:9]1[CH:14]=[CH:13][C:12]([CH2:15][CH3:16])=[CH:11][CH:10]=1.[H-].[Na+].[C:20]([O:23][C@@H:24]1[C@@H:29]([O:30][C:31](=[O:33])[CH3:32])[C@H:28]([O:34][C:35](=[O:37])[CH3:36])[C@@H:27]([CH2:38][O:39][C:40](=[O:42])[CH3:41])[O:26][C@@:25]1([O:56][CH3:57])[CH2:43][CH2:44]OS(C1C=CC(C)=CC=1)(=O)=O)(=[O:22])[CH3:21].[O-]C1C=CC=CC=1, predict the reaction product. The product is: [C:20]([O:23][C@@H:24]1[C@@H:29]([O:30][C:31](=[O:33])[CH3:32])[C@H:28]([O:34][C:35](=[O:37])[CH3:36])[C@@H:27]([CH2:38][O:39][C:40](=[O:42])[CH3:41])[O:26][C@:25]1([CH2:43][CH2:44][O:17][C:4]1[CH:5]=[CH:6][C:7]([CH2:8][C:9]2[CH:14]=[CH:13][C:12]([CH2:15][CH3:16])=[CH:11][CH:10]=2)=[C:2]([Cl:1])[CH:3]=1)[O:56][CH3:57])(=[O:22])[CH3:21]. (6) The product is: [CH3:4][C:3]([C:6]1[CH:28]=[CH:27][C:9]([C:10]([NH:12][C:13]2[N:14]=[C:15]3[CH:20]=[CH:19][C:18]([N:21]4[CH:25]=[CH:24][N:23]=[CH:22]4)=[CH:17][N:16]3[CH:26]=2)=[O:11])=[CH:8][CH:7]=1)([CH3:5])[CH2:2][NH:1][S:37]([CH3:36])(=[O:39])=[O:38]. Given the reactants [NH2:1][CH2:2][C:3]([C:6]1[CH:28]=[CH:27][C:9]([C:10]([NH:12][C:13]2[N:14]=[C:15]3[CH:20]=[CH:19][C:18]([N:21]4[CH:25]=[CH:24][N:23]=[CH:22]4)=[CH:17][N:16]3[CH:26]=2)=[O:11])=[CH:8][CH:7]=1)([CH3:5])[CH3:4].C(N(CC)CC)C.[CH3:36][S:37](Cl)(=[O:39])=[O:38], predict the reaction product. (7) Given the reactants [CH2:1]([O:8][C:9]([N:11]1[CH2:16][CH:15]([O:17][Si:18]([CH:25]([CH3:27])[CH3:26])([CH:22]([CH3:24])[CH3:23])[CH:19]([CH3:21])[CH3:20])[CH:14]([C:28]2[CH:33]=[CH:32][C:31]([C:34](OC)=[O:35])=[CH:30][CH:29]=2)[CH:13]([O:38][CH2:39][C:40]2[CH:41]=[CH:42][C:43]3[O:48][CH2:47][C:46](=O)[N:45]([CH2:50][CH2:51][CH2:52][O:53][CH3:54])[C:44]=3[CH:55]=2)[CH2:12]1)=[O:10])[C:2]1[CH:7]=[CH:6][CH:5]=[CH:4][CH:3]=1.C(CN)O, predict the reaction product. The product is: [CH2:1]([O:8][C:9]([N:11]1[CH2:16][CH:15]([O:17][Si:18]([CH:22]([CH3:24])[CH3:23])([CH:19]([CH3:21])[CH3:20])[CH:25]([CH3:27])[CH3:26])[CH:14]([C:28]2[CH:29]=[CH:30][C:31]([CH2:34][OH:35])=[CH:32][CH:33]=2)[CH:13]([O:38][CH2:39][C:40]2[CH:41]=[CH:42][C:43]3[O:48][CH2:47][CH2:46][N:45]([CH2:50][CH2:51][CH2:52][O:53][CH3:54])[C:44]=3[CH:55]=2)[CH2:12]1)=[O:10])[C:2]1[CH:7]=[CH:6][CH:5]=[CH:4][CH:3]=1. (8) Given the reactants C([O:8][CH:9]([CH:44]([C:51]1[CH:56]=[CH:55][CH:54]=[CH:53][CH:52]=1)[C:45]1[CH:50]=[CH:49][CH:48]=[CH:47][CH:46]=1)[C:10]([NH:12][C:13]1[CH:42]=[CH:41][CH:40]=[C:39]([F:43])[C:14]=1[CH2:15][CH2:16][C@@H:17]1[N:22]([S:23]([C:26]2[CH:31]=[CH:30][CH:29]=[CH:28][CH:27]=2)(=[O:25])=[O:24])[CH2:21][CH2:20][N:19]([C:32]([O:34][C:35]([CH3:38])([CH3:37])[CH3:36])=[O:33])[CH2:18]1)=[O:11])C1C=CC=CC=1, predict the reaction product. The product is: [F:43][C:39]1[CH:40]=[CH:41][CH:42]=[C:13]([NH:12][C:10](=[O:11])[CH:9]([OH:8])[CH:44]([C:51]2[CH:52]=[CH:53][CH:54]=[CH:55][CH:56]=2)[C:45]2[CH:50]=[CH:49][CH:48]=[CH:47][CH:46]=2)[C:14]=1[CH2:15][CH2:16][C@@H:17]1[N:22]([S:23]([C:26]2[CH:31]=[CH:30][CH:29]=[CH:28][CH:27]=2)(=[O:25])=[O:24])[CH2:21][CH2:20][N:19]([C:32]([O:34][C:35]([CH3:38])([CH3:37])[CH3:36])=[O:33])[CH2:18]1. (9) Given the reactants C(OCC)C.O[CH:7]([CH2:16][C:17]([CH2:20][Si](C)(C)C)=[C:18]=[CH2:19])[CH2:8][CH:9]1[CH2:14][CH2:13][CH2:12][CH2:11][C:10]1=[O:15].[Si](OS(C(F)(F)F)(=O)=O)(C)(C)C.O, predict the reaction product. The product is: [CH2:20]=[C:17]1[C:18](=[CH2:19])[C:10]23[O:15][CH:7]([CH2:8][CH:9]2[CH2:14][CH2:13][CH2:12][CH2:11]3)[CH2:16]1.